This data is from Forward reaction prediction with 1.9M reactions from USPTO patents (1976-2016). The task is: Predict the product of the given reaction. (1) Given the reactants [F:1][C:2]1[CH:20]=[CH:19][C:5]([C:6]([NH:8][C:9]2[C:10]([C:15](OC)=[O:16])=[N:11][CH:12]=[CH:13][N:14]=2)=[O:7])=[CH:4][CH:3]=1.[NH2:21][NH2:22], predict the reaction product. The product is: [F:1][C:2]1[CH:20]=[CH:19][C:5]([C:6]([NH:8][C:9]2[C:10]([C:15]([NH:21][NH2:22])=[O:16])=[N:11][CH:12]=[CH:13][N:14]=2)=[O:7])=[CH:4][CH:3]=1. (2) Given the reactants [NH:1]1[C:5]2[CH:6]=[CH:7][CH:8]=[CH:9][C:4]=2[N:3]=[C:2]1[CH:10]1[CH2:15][CH2:14][N:13]([C:16]([O:18][C:19]([CH3:22])([CH3:21])[CH3:20])=[O:17])[CH2:12][CH2:11]1.[OH-].[K+].[CH3:25]I, predict the reaction product. The product is: [CH3:25][N:1]1[C:5]2[CH:6]=[CH:7][CH:8]=[CH:9][C:4]=2[N:3]=[C:2]1[CH:10]1[CH2:15][CH2:14][N:13]([C:16]([O:18][C:19]([CH3:22])([CH3:21])[CH3:20])=[O:17])[CH2:12][CH2:11]1.